Task: Predict which catalyst facilitates the given reaction.. Dataset: Catalyst prediction with 721,799 reactions and 888 catalyst types from USPTO Reactant: [CH2:1]([O:3][C:4]1[CH:12]=[CH:11][C:7]([C:8]([OH:10])=O)=[CH:6][CH:5]=1)[CH3:2].[NH2:13][CH2:14][CH2:15][NH:16]C(=O)OC(C)(C)C.[ClH:24].C(N=C=NCCCN(C)C)C.C1C=CC2N(O)N=NC=2C=1.Cl.C(OCC)(=O)C. Product: [ClH:24].[NH2:13][CH2:14][CH2:15][NH:16][C:8](=[O:10])[C:7]1[CH:6]=[CH:5][C:4]([O:3][CH2:1][CH3:2])=[CH:12][CH:11]=1. The catalyst class is: 10.